This data is from NCI-60 drug combinations with 297,098 pairs across 59 cell lines. The task is: Regression. Given two drug SMILES strings and cell line genomic features, predict the synergy score measuring deviation from expected non-interaction effect. (1) Drug 1: CS(=O)(=O)C1=CC(=C(C=C1)C(=O)NC2=CC(=C(C=C2)Cl)C3=CC=CC=N3)Cl. Drug 2: C(CCl)NC(=O)N(CCCl)N=O. Cell line: LOX IMVI. Synergy scores: CSS=42.8, Synergy_ZIP=5.48, Synergy_Bliss=6.35, Synergy_Loewe=2.11, Synergy_HSA=9.15. (2) Drug 1: CS(=O)(=O)C1=CC(=C(C=C1)C(=O)NC2=CC(=C(C=C2)Cl)C3=CC=CC=N3)Cl. Drug 2: CC1=C(C=C(C=C1)NC2=NC=CC(=N2)N(C)C3=CC4=NN(C(=C4C=C3)C)C)S(=O)(=O)N.Cl. Cell line: SR. Synergy scores: CSS=26.8, Synergy_ZIP=-2.62, Synergy_Bliss=1.30, Synergy_Loewe=3.67, Synergy_HSA=3.66. (3) Drug 1: CC1C(C(CC(O1)OC2CC(CC3=C2C(=C4C(=C3O)C(=O)C5=C(C4=O)C(=CC=C5)OC)O)(C(=O)CO)O)N)O. Drug 2: B(C(CC(C)C)NC(=O)C(CC1=CC=CC=C1)NC(=O)C2=NC=CN=C2)(O)O. Cell line: NCI-H460. Synergy scores: CSS=81.9, Synergy_ZIP=2.40, Synergy_Bliss=1.86, Synergy_Loewe=1.53, Synergy_HSA=4.66. (4) Drug 1: C1=CC(=CC=C1CCC2=CNC3=C2C(=O)NC(=N3)N)C(=O)NC(CCC(=O)O)C(=O)O. Drug 2: CS(=O)(=O)OCCCCOS(=O)(=O)C. Cell line: MCF7. Synergy scores: CSS=38.9, Synergy_ZIP=-1.94, Synergy_Bliss=-0.827, Synergy_Loewe=-8.13, Synergy_HSA=2.33. (5) Drug 1: CNC(=O)C1=CC=CC=C1SC2=CC3=C(C=C2)C(=NN3)C=CC4=CC=CC=N4. Drug 2: C1=CN(C=N1)CC(O)(P(=O)(O)O)P(=O)(O)O. Cell line: HOP-92. Synergy scores: CSS=7.34, Synergy_ZIP=4.10, Synergy_Bliss=0.338, Synergy_Loewe=-0.578, Synergy_HSA=-0.0277. (6) Drug 2: CCC1(CC2CC(C3=C(CCN(C2)C1)C4=CC=CC=C4N3)(C5=C(C=C6C(=C5)C78CCN9C7C(C=CC9)(C(C(C8N6C)(C(=O)OC)O)OC(=O)C)CC)OC)C(=O)OC)O.OS(=O)(=O)O. Cell line: OVCAR3. Synergy scores: CSS=1.49, Synergy_ZIP=0.265, Synergy_Bliss=2.78, Synergy_Loewe=1.85, Synergy_HSA=1.02. Drug 1: CC1=CC=C(C=C1)C2=CC(=NN2C3=CC=C(C=C3)S(=O)(=O)N)C(F)(F)F. (7) Drug 1: CC1=C2C(C(=O)C3(C(CC4C(C3C(C(C2(C)C)(CC1OC(=O)C(C(C5=CC=CC=C5)NC(=O)OC(C)(C)C)O)O)OC(=O)C6=CC=CC=C6)(CO4)OC(=O)C)OC)C)OC. Drug 2: CCCCC(=O)OCC(=O)C1(CC(C2=C(C1)C(=C3C(=C2O)C(=O)C4=C(C3=O)C=CC=C4OC)O)OC5CC(C(C(O5)C)O)NC(=O)C(F)(F)F)O. Cell line: OVCAR-5. Synergy scores: CSS=47.3, Synergy_ZIP=3.16, Synergy_Bliss=3.35, Synergy_Loewe=-18.4, Synergy_HSA=3.59. (8) Drug 1: CC1C(C(CC(O1)OC2CC(OC(C2O)C)OC3=CC4=CC5=C(C(=O)C(C(C5)C(C(=O)C(C(C)O)O)OC)OC6CC(C(C(O6)C)O)OC7CC(C(C(O7)C)O)OC8CC(C(C(O8)C)O)(C)O)C(=C4C(=C3C)O)O)O)O. Drug 2: CC1=C(N=C(N=C1N)C(CC(=O)N)NCC(C(=O)N)N)C(=O)NC(C(C2=CN=CN2)OC3C(C(C(C(O3)CO)O)O)OC4C(C(C(C(O4)CO)O)OC(=O)N)O)C(=O)NC(C)C(C(C)C(=O)NC(C(C)O)C(=O)NCCC5=NC(=CS5)C6=NC(=CS6)C(=O)NCCC[S+](C)C)O. Cell line: SW-620. Synergy scores: CSS=61.8, Synergy_ZIP=-2.77, Synergy_Bliss=1.13, Synergy_Loewe=0.432, Synergy_HSA=0.565. (9) Drug 1: CC12CCC(CC1=CCC3C2CCC4(C3CC=C4C5=CN=CC=C5)C)O. Drug 2: C1=NC2=C(N=C(N=C2N1C3C(C(C(O3)CO)O)F)Cl)N. Cell line: MDA-MB-231. Synergy scores: CSS=26.6, Synergy_ZIP=4.12, Synergy_Bliss=2.77, Synergy_Loewe=-5.25, Synergy_HSA=4.18.